Predict the product of the given reaction. From a dataset of Forward reaction prediction with 1.9M reactions from USPTO patents (1976-2016). (1) The product is: [CH:8]1[C:9]2[NH:10][C:11]3[C:16](=[CH:15][CH:14]=[CH:13][CH:12]=3)[C:17]=2[C:5]([O:4][CH2:3][CH:2]([OH:1])[CH2:18][NH:20][CH3:19])=[CH:6][CH:7]=1. Given the reactants [O:1]1[CH2:18][CH:2]1[CH2:3][O:4][C:5]1[C:17]2[C:16]3[C:11](=[CH:12][CH:13]=[CH:14][CH:15]=3)[NH:10][C:9]=2[CH:8]=[CH:7][CH:6]=1.[CH3:19][NH2:20].[NH4+].[Cl-], predict the reaction product. (2) Given the reactants [N:1]1[C:10]2[C:5](=[CH:6][CH:7]=[CH:8][CH:9]=2)[CH:4]=[C:3]([CH:11]=[O:12])[CH:2]=1.[BH4-].[Na+], predict the reaction product. The product is: [N:1]1[C:10]2[C:5](=[CH:6][CH:7]=[CH:8][CH:9]=2)[CH:4]=[C:3]([CH2:11][OH:12])[CH:2]=1. (3) Given the reactants C(N(CC)CC)C.[CH3:8][C@:9]1([OH:19])[C@@H:17]([OH:18])[CH2:16][C@@H:12]2[C:13]([CH3:15])([CH3:14])[C@H:10]1[CH2:11]2.N1C=CC=CC=1, predict the reaction product. The product is: [OH:19][C@@:9]1([CH3:8])[C:17](=[O:18])[CH2:16][C@H:12]2[CH2:11][C@@H:10]1[C:13]2([CH3:15])[CH3:14]. (4) Given the reactants [F:1][C:2]1[C:3]([O:13][CH2:14][CH2:15][CH2:16][CH:17]=O)=[N:4][C:5]2[NH:6][C:7](=[O:12])[CH2:8][CH2:9][C:10]=2[CH:11]=1.Cl.[C:20]1([N:30]2[CH2:35][CH2:34][NH:33][CH2:32][CH2:31]2)[C:29]2[C:24](=[CH:25][CH:26]=[CH:27][CH:28]=2)[CH:23]=[CH:22][CH:21]=1, predict the reaction product. The product is: [F:1][C:2]1[CH:11]=[C:10]2[C:5](=[N:4][C:3]=1[O:13][CH2:14][CH2:15][CH2:16][CH2:17][N:33]1[CH2:32][CH2:31][N:30]([C:20]3[C:29]4[C:24](=[CH:25][CH:26]=[CH:27][CH:28]=4)[CH:23]=[CH:22][CH:21]=3)[CH2:35][CH2:34]1)[NH:6][C:7](=[O:12])[CH2:8][CH2:9]2. (5) Given the reactants C(O[C:6](=O)[N:7]([C:9]1[S:10][C:11]([C:20]2[N:25]=[C:24]([NH2:26])[N:23]=[C:22]([NH:27][C:28]3[CH:33]=[CH:32][CH:31]=[C:30]([N+:34]([O-:36])=[O:35])[CH:29]=3)[N:21]=2)=[C:12]([C:14]2[CH:19]=[CH:18][CH:17]=[CH:16][CH:15]=2)[N:13]=1)C)(C)(C)C, predict the reaction product. The product is: [CH3:6][NH:7][C:9]1[S:10][C:11]([C:20]2[N:21]=[C:22]([NH:27][C:28]3[CH:33]=[CH:32][CH:31]=[C:30]([N+:34]([O-:36])=[O:35])[CH:29]=3)[N:23]=[C:24]([NH2:26])[N:25]=2)=[C:12]([C:14]2[CH:19]=[CH:18][CH:17]=[CH:16][CH:15]=2)[N:13]=1. (6) Given the reactants [CH:1](=O)[C:2]1[CH:7]=[CH:6][CH:5]=[CH:4][CH:3]=1.[CH3:9][C:10]([CH3:12])=[O:11].[OH-].[K+], predict the reaction product. The product is: [C:2]1(/[CH:1]=[CH:9]/[C:10](=[O:11])/[CH:12]=[CH:1]/[C:2]2[CH:7]=[CH:6][CH:5]=[CH:4][CH:3]=2)[CH:7]=[CH:6][CH:5]=[CH:4][CH:3]=1.